This data is from Forward reaction prediction with 1.9M reactions from USPTO patents (1976-2016). The task is: Predict the product of the given reaction. (1) The product is: [C:3]([O:7][C:8]([N:10]1[CH2:15][CH2:14][CH:13]([CH:16]([OH:23])[CH2:17][C:18]([O:20][CH2:21][CH3:22])=[O:19])[CH2:12][CH2:11]1)=[O:9])([CH3:5])([CH3:6])[CH3:4]. Given the reactants [BH4-].[Na+].[C:3]([O:7][C:8]([N:10]1[CH2:15][CH2:14][CH:13]([C:16](=[O:23])[CH2:17][C:18]([O:20][CH2:21][CH3:22])=[O:19])[CH2:12][CH2:11]1)=[O:9])([CH3:6])([CH3:5])[CH3:4], predict the reaction product. (2) Given the reactants Cl[C:2]1[C:3]2[C:10]3[CH2:11][CH2:12][CH:13]([C:15]([N:17]([CH2:21][CH2:22][O:23][CH3:24])[CH2:18][CH2:19][CH3:20])=[O:16])[CH2:14][C:9]=3[S:8][C:4]=2[N:5]=[CH:6][N:7]=1.[NH2:25][C:26]1[C:35]([O:36][CH3:37])=[CH:34][C:29]2[NH:30][C:31](=[O:33])[S:32][C:28]=2[CH:27]=1, predict the reaction product. The product is: [CH3:24][O:23][CH2:22][CH2:21][N:17]([CH2:18][CH2:19][CH3:20])[C:15]([CH:13]1[CH2:12][CH2:11][C:10]2[C:3]3[C:2]([NH:25][C:26]4[C:35]([O:36][CH3:37])=[CH:34][C:29]5[NH:30][C:31](=[O:33])[S:32][C:28]=5[CH:27]=4)=[N:7][CH:6]=[N:5][C:4]=3[S:8][C:9]=2[CH2:14]1)=[O:16]. (3) The product is: [CH3:30][C:25]1([CH3:31])[C:26]([CH3:29])([CH3:28])[O:27][B:23]([C:2]2[CH:7]=[CH:6][C:5]([C:8]3([NH:11][C:12](=[O:22])[O:13][CH:14]4[CH:19]5[CH2:20][CH2:21][N:16]([CH2:17][CH2:18]5)[CH2:15]4)[CH2:10][CH2:9]3)=[CH:4][CH:3]=2)[O:24]1. Given the reactants Br[C:2]1[CH:7]=[CH:6][C:5]([C:8]2([NH:11][C:12](=[O:22])[O:13][CH:14]3[CH:19]4[CH2:20][CH2:21][N:16]([CH2:17][CH2:18]4)[CH2:15]3)[CH2:10][CH2:9]2)=[CH:4][CH:3]=1.[B:23]1([B:23]2[O:27][C:26]([CH3:29])([CH3:28])[C:25]([CH3:31])([CH3:30])[O:24]2)[O:27][C:26]([CH3:29])([CH3:28])[C:25]([CH3:31])([CH3:30])[O:24]1.CC(O[K])=O, predict the reaction product. (4) Given the reactants [CH:1]1[C:13]2[CH:12]([CH2:14][O:15][C:16]([N:18]([CH2:23][CH2:24][NH:25][C:26]([O:28][C:29]([CH3:32])([CH3:31])[CH3:30])=[O:27])[CH2:19][C:20]([OH:22])=O)=[O:17])[C:11]3[C:6](=[CH:7][CH:8]=[CH:9][CH:10]=3)[C:5]=2[CH:4]=[CH:3][CH:2]=1.[CH3:33][C:34](N(C)C)=[O:35].CC1[CH:45]=[C:44]([CH3:46])[CH:43]=C(C)N=1.CCOC(C(C#N)=NOC([N:60]1[CH2:65][CH2:64][O:63][CH2:62][CH2:61]1)=[N+](C)C)=O.F[P-](F)(F)(F)(F)F.CC[O:77][C:78](C)=[O:79], predict the reaction product. The product is: [CH:10]1[C:11]2[CH:12]([CH2:14][O:15][C:16]([N:18]([CH2:19][C:20](=[O:22])[NH:60][CH2:65][CH2:64][O:63][CH2:62][CH2:61][O:35][CH2:34][CH2:33][C:78]([O:79][C:44]([CH3:43])([CH3:45])[CH3:46])=[O:77])[CH2:23][CH2:24][NH:25][C:26](=[O:27])[O:28][C:29]([CH3:30])([CH3:32])[CH3:31])=[O:17])[C:13]3[C:5](=[CH:4][CH:3]=[CH:2][CH:1]=3)[C:6]=2[CH:7]=[CH:8][CH:9]=1. (5) The product is: [N+:13]([C:16]1[CH:23]=[CH:22][C:19]([CH:20]2[C:7]3[CH:6]=[C:5]4[O:1][CH2:2][O:3][C:4]4=[CH:9][C:8]=3[CH2:10][CH2:11][O:12]2)=[CH:18][CH:17]=1)([O-:15])=[O:14]. Given the reactants [O:1]1[C:5]2[CH:6]=[CH:7][C:8]([CH2:10][CH2:11][OH:12])=[CH:9][C:4]=2[O:3][CH2:2]1.[N+:13]([C:16]1[CH:23]=[CH:22][C:19]([CH:20]=O)=[CH:18][CH:17]=1)([O-:15])=[O:14], predict the reaction product. (6) Given the reactants [CH2:1]([C:3]([C:19]1[CH:20]=[CH:21][C:22]([F:34])=[C:23](/[CH:25]=[CH:26]/[C:27]([O:29]C(C)(C)C)=[O:28])[CH:24]=1)=[C:4]([C:12]1[CH:17]=[CH:16][C:15]([OH:18])=[CH:14][CH:13]=1)[C:5]1[CH:10]=[CH:9][C:8]([OH:11])=[CH:7][CH:6]=1)[CH3:2].[OH-].[Na+].Cl, predict the reaction product. The product is: [CH2:1]([C:3]([C:19]1[CH:20]=[CH:21][C:22]([F:34])=[C:23](/[CH:25]=[CH:26]/[C:27]([OH:29])=[O:28])[CH:24]=1)=[C:4]([C:12]1[CH:13]=[CH:14][C:15]([OH:18])=[CH:16][CH:17]=1)[C:5]1[CH:10]=[CH:9][C:8]([OH:11])=[CH:7][CH:6]=1)[CH3:2]. (7) Given the reactants [OH:1][C:2]1[CH:10]=[CH:9][CH:8]=[C:7]2[C:3]=1[CH:4]=[C:5]([C:12]([O:14]CC)=[O:13])[N:6]2[CH3:11].O[Li].O.OS([O-])(=O)=O.[K+], predict the reaction product. The product is: [OH:1][C:2]1[CH:10]=[CH:9][CH:8]=[C:7]2[C:3]=1[CH:4]=[C:5]([C:12]([OH:14])=[O:13])[N:6]2[CH3:11].